This data is from NCI-60 drug combinations with 297,098 pairs across 59 cell lines. The task is: Regression. Given two drug SMILES strings and cell line genomic features, predict the synergy score measuring deviation from expected non-interaction effect. (1) Drug 1: COC1=NC(=NC2=C1N=CN2C3C(C(C(O3)CO)O)O)N. Drug 2: CCC1(C2=C(COC1=O)C(=O)N3CC4=CC5=C(C=CC(=C5CN(C)C)O)N=C4C3=C2)O.Cl. Cell line: NCI-H522. Synergy scores: CSS=25.5, Synergy_ZIP=-0.546, Synergy_Bliss=-1.05, Synergy_Loewe=-31.1, Synergy_HSA=-1.51. (2) Drug 1: CC1CC2C3CCC4=CC(=O)C=CC4(C3(C(CC2(C1(C(=O)CO)O)C)O)F)C. Drug 2: CC1CCC2CC(C(=CC=CC=CC(CC(C(=O)C(C(C(=CC(C(=O)CC(OC(=O)C3CCCCN3C(=O)C(=O)C1(O2)O)C(C)CC4CCC(C(C4)OC)OP(=O)(C)C)C)C)O)OC)C)C)C)OC. Cell line: SW-620. Synergy scores: CSS=18.7, Synergy_ZIP=-0.191, Synergy_Bliss=4.84, Synergy_Loewe=-8.84, Synergy_HSA=3.28.